Task: Regression. Given two drug SMILES strings and cell line genomic features, predict the synergy score measuring deviation from expected non-interaction effect.. Dataset: NCI-60 drug combinations with 297,098 pairs across 59 cell lines (1) Drug 2: CC1C(C(CC(O1)OC2CC(CC3=C2C(=C4C(=C3O)C(=O)C5=C(C4=O)C(=CC=C5)OC)O)(C(=O)CO)O)N)O.Cl. Drug 1: C1=CC=C(C(=C1)C(C2=CC=C(C=C2)Cl)C(Cl)Cl)Cl. Synergy scores: CSS=73.1, Synergy_ZIP=-2.39, Synergy_Bliss=-2.61, Synergy_Loewe=2.85, Synergy_HSA=3.63. Cell line: A498. (2) Drug 1: C1=CC(=CC=C1CCC2=CNC3=C2C(=O)NC(=N3)N)C(=O)NC(CCC(=O)O)C(=O)O. Drug 2: CCCCC(=O)OCC(=O)C1(CC(C2=C(C1)C(=C3C(=C2O)C(=O)C4=C(C3=O)C=CC=C4OC)O)OC5CC(C(C(O5)C)O)NC(=O)C(F)(F)F)O. Cell line: UACC-257. Synergy scores: CSS=7.10, Synergy_ZIP=-2.57, Synergy_Bliss=2.72, Synergy_Loewe=1.78, Synergy_HSA=2.01. (3) Drug 1: CC1C(C(CC(O1)OC2CC(CC3=C2C(=C4C(=C3O)C(=O)C5=C(C4=O)C(=CC=C5)OC)O)(C(=O)C)O)N)O.Cl. Drug 2: CCN(CC)CCNC(=O)C1=C(NC(=C1C)C=C2C3=C(C=CC(=C3)F)NC2=O)C. Cell line: CAKI-1. Synergy scores: CSS=37.6, Synergy_ZIP=-7.59, Synergy_Bliss=-3.26, Synergy_Loewe=-25.2, Synergy_HSA=0.312. (4) Drug 1: C1CCN(CC1)CCOC2=CC=C(C=C2)C(=O)C3=C(SC4=C3C=CC(=C4)O)C5=CC=C(C=C5)O. Drug 2: CCCS(=O)(=O)NC1=C(C(=C(C=C1)F)C(=O)C2=CNC3=C2C=C(C=N3)C4=CC=C(C=C4)Cl)F. Cell line: NCI-H322M. Synergy scores: CSS=5.39, Synergy_ZIP=4.27, Synergy_Bliss=-1.29, Synergy_Loewe=-10.5, Synergy_HSA=-6.53. (5) Drug 1: CC1=C(C(=CC=C1)Cl)NC(=O)C2=CN=C(S2)NC3=CC(=NC(=N3)C)N4CCN(CC4)CCO. Drug 2: C1=NNC2=C1C(=O)NC=N2. Cell line: DU-145. Synergy scores: CSS=6.53, Synergy_ZIP=-4.34, Synergy_Bliss=-2.33, Synergy_Loewe=-15.3, Synergy_HSA=-5.09. (6) Drug 1: CN(CCCl)CCCl.Cl. Drug 2: C(CCl)NC(=O)N(CCCl)N=O. Cell line: UACC62. Synergy scores: CSS=23.2, Synergy_ZIP=-9.30, Synergy_Bliss=1.71, Synergy_Loewe=0.263, Synergy_HSA=5.01. (7) Drug 1: C1CN(CCN1C(=O)CCBr)C(=O)CCBr. Cell line: SR. Drug 2: C1C(C(OC1N2C=NC3=C2NC=NCC3O)CO)O. Synergy scores: CSS=51.8, Synergy_ZIP=-3.56, Synergy_Bliss=-8.05, Synergy_Loewe=-13.8, Synergy_HSA=-8.09. (8) Drug 1: CS(=O)(=O)C1=CC(=C(C=C1)C(=O)NC2=CC(=C(C=C2)Cl)C3=CC=CC=N3)Cl. Drug 2: C1=CC(=CC=C1CCC2=CNC3=C2C(=O)NC(=N3)N)C(=O)NC(CCC(=O)O)C(=O)O. Cell line: HT29. Synergy scores: CSS=41.8, Synergy_ZIP=2.64, Synergy_Bliss=2.03, Synergy_Loewe=-9.89, Synergy_HSA=1.83.